From a dataset of Catalyst prediction with 721,799 reactions and 888 catalyst types from USPTO. Predict which catalyst facilitates the given reaction. (1) Reactant: [C:1]([O:5][C:6]([NH:8][C@@H:9]([CH2:42][C:43]1[CH:48]=[CH:47][CH:46]=[CH:45][CH:44]=1)[CH2:10][C@@H:11]1[O:15][C:14]([CH3:17])([CH3:16])[N:13]([C:18]([O:20][CH2:21][C:22]2[CH:27]=[CH:26][CH:25]=[CH:24][CH:23]=2)=[O:19])[C@H:12]1[CH2:28][C:29]1[CH:34]=[CH:33][C:32](OC(=O)C(F)(F)F)=[CH:31][CH:30]=1)=[O:7])([CH3:4])([CH3:3])[CH3:2].[Li+].[Cl-].[CH3:51][C:52]1[CH:57]=[CH:56][C:55]([Sn](CCCC)(CCCC)CCCC)=[CH:54][N:53]=1. Product: [C:1]([O:5][C:6]([NH:8][C@@H:9]([CH2:42][C:43]1[CH:44]=[CH:45][CH:46]=[CH:47][CH:48]=1)[CH2:10][C@@H:11]1[O:15][C:14]([CH3:17])([CH3:16])[N:13]([C:18]([O:20][CH2:21][C:22]2[CH:27]=[CH:26][CH:25]=[CH:24][CH:23]=2)=[O:19])[C@H:12]1[CH2:28][C:29]1[CH:34]=[CH:33][C:32]([C:55]2[CH:54]=[N:53][C:52]([CH3:51])=[CH:57][CH:56]=2)=[CH:31][CH:30]=1)=[O:7])([CH3:4])([CH3:3])[CH3:2]. The catalyst class is: 233. (2) Reactant: [CH3:1][O:2][CH2:3][C:4]1[N:9]=[C:8]([N:10]2[CH2:15][CH2:14][NH:13][CH2:12][CH2:11]2)[CH:7]=[CH:6][N:5]=1.C(N(CC)CC)C.[N:23]1([S:28](Cl)(=[O:30])=[O:29])[CH2:27][CH2:26][CH2:25][CH2:24]1. Product: [CH3:1][O:2][CH2:3][C:4]1[N:9]=[C:8]([N:10]2[CH2:15][CH2:14][N:13]([S:28]([N:23]3[CH2:27][CH2:26][CH2:25][CH2:24]3)(=[O:30])=[O:29])[CH2:12][CH2:11]2)[CH:7]=[CH:6][N:5]=1. The catalyst class is: 54. (3) Reactant: [CH2:1]([N:4]1[CH2:9][CH2:8][N:7]([C:10]2[N:15]=[CH:14][C:13]([NH2:16])=[CH:12][CH:11]=2)[CH2:6][CH:5]1[CH3:17])[CH:2]=[CH2:3].[CH:18]([C:21]1[CH:26]=[CH:25][C:24]([S:27]([Cl:30])(=[O:29])=[O:28])=[CH:23][CH:22]=1)([CH3:20])[CH3:19].C(N(CC)CC)C. Product: [ClH:30].[CH2:1]([N:4]1[CH2:9][CH2:8][N:7]([C:10]2[N:15]=[CH:14][C:13]([NH:16][S:27]([C:24]3[CH:25]=[CH:26][C:21]([CH:18]([CH3:20])[CH3:19])=[CH:22][CH:23]=3)(=[O:29])=[O:28])=[CH:12][CH:11]=2)[CH2:6][CH:5]1[CH3:17])[CH:2]=[CH2:3]. The catalyst class is: 7. (4) Reactant: [Cl:1][C:2]1[CH:3]=[CH:4][C:5]([C:25]#[N:26])=[C:6]([C:8]2[C:13]([O:14][CH3:15])=[CH:12][N:11]([CH2:16][C:17]([O:19][C:20]([CH3:23])([CH3:22])[CH3:21])=[O:18])[C:10](=[O:24])[CH:9]=2)[CH:7]=1.FC(F)(F)S(O[CH2:33][C:34]1([CH3:40])[CH2:39][CH2:38][O:37][CH2:36][CH2:35]1)(=O)=O. Product: [Cl:1][C:2]1[CH:3]=[CH:4][C:5]([C:25]#[N:26])=[C:6]([C:8]2[C:13]([O:14][CH3:15])=[CH:12][N:11]([CH:16]([CH2:33][C:34]3([CH3:40])[CH2:39][CH2:38][O:37][CH2:36][CH2:35]3)[C:17]([O:19][C:20]([CH3:21])([CH3:22])[CH3:23])=[O:18])[C:10](=[O:24])[CH:9]=2)[CH:7]=1. The catalyst class is: 1. (5) Reactant: Cl.Cl.[NH2:3][CH2:4][CH:5]1[CH2:8][N:7]([C:9]2[C:19]([C:20]#[N:21])=[CH:18][C:12]([C:13]([O:15][CH2:16][CH3:17])=[O:14])=[C:11]([CH3:22])[N:10]=2)[CH2:6]1.[C:23]1([CH2:29][C:30](Cl)=[O:31])[CH:28]=[CH:27][CH:26]=[CH:25][CH:24]=1.CCN(C(C)C)C(C)C.CO. Product: [C:20]([C:19]1[C:9]([N:7]2[CH2:8][CH:5]([CH2:4][NH:3][C:30](=[O:31])[CH2:29][C:23]3[CH:28]=[CH:27][CH:26]=[CH:25][CH:24]=3)[CH2:6]2)=[N:10][C:11]([CH3:22])=[C:12]([CH:18]=1)[C:13]([O:15][CH2:16][CH3:17])=[O:14])#[N:21]. The catalyst class is: 2.